This data is from Experimentally validated miRNA-target interactions with 360,000+ pairs, plus equal number of negative samples. The task is: Binary Classification. Given a miRNA mature sequence and a target amino acid sequence, predict their likelihood of interaction. (1) The miRNA is hsa-miR-3663-3p with sequence UGAGCACCACACAGGCCGGGCGC. The protein sequence of the target gene is MDELPFGEAALEQALAEVCEMDAALLTDIEDMLQLINNQDSDFPGLFDAPYAGGETGDTGPSSPGASSPESFSSPASLGSSLEAFLGGPKVTPAPLSPPPSAPTAVKMYPSVPPFSPGPGIKEEPVPLTILQPPAPQPSPGTLLPPSFPPPPVQLSPAPVLGYSSLPSGFSGTLPGNTQQTPSSLPLGSTPGISPTPLHTQVQSSAAQQPPPASAAPRMSTVASQIQQVPVVLQPHFIKADSLLLTAVKTDTGATMKTAGINTLAPGTAVQAGPLQTLVSGGTILATVPLVVDTDKLPIH.... Result: 0 (no interaction). (2) The miRNA is hsa-miR-448 with sequence UUGCAUAUGUAGGAUGUCCCAU. The protein sequence of the target gene is MEPRESGKAPVTFDDITVYLLQEEWVLLSQQQKELCGSNKLVAPLGPTVANPELFRKFGRGPEPWLGSVQGQRSLLEHHPGKKQMGYMGEMEVQGPTRESGQSLPPQKKAYLSHLSTGSGHIEGDWAGRNRKLLKPRSIQKSWFVQFPWLIMNEEQTALFCSACREYPSIRDKRSRLIEGYTGPFKVETLKYHAKSKAHMFCVNALAARDPIWAARFRSIRDPPGDVLASPEPLFTADCPIFYPPGPLGGFDSMAELLPSSRAELEDPGGDGAIPAMYLDCISDLRQKEITDGIHSSSDI.... Result: 0 (no interaction). (3) The miRNA is hsa-miR-151a-5p with sequence UCGAGGAGCUCACAGUCUAGU. The protein sequence of the target gene is MASMGTLAFDEYGRPFLIIKDQDRKSRLMGLEALKSHIMAAKAVANTMRTSLGPNGLDKMMVDKDGDVTVTNDGATILSMMDVDHQIAKLMVELSKSQDDEIGDGTTGVVVLAGALLEEAEQLLDRGIHPIRIADGYEQAARVAIEHLDKISDSVLVDIKDTEPLIQTAKTTLGSKVVNSCHRQMAEIAVNAVLTVADMERRDVDFELIKVEGKVGGRLEDTKLIKGVIVDKDFSHPQMPKKVEDAKIAILTCPFEPPKPKTKHKLDVTSVEDYKALQKYEKEKFEEMIQQIKETGANLA.... Result: 1 (interaction). (4) The miRNA is mmu-miR-297b-5p with sequence AUGUAUGUGUGCAUGAACAUGU. The protein sequence of the target gene is MSLSFCGNNISSYNIYYGVLQNPCFVDALNLVPHVFLLFITFPILFIGWGSQSSKVQIHHNTWLHFPGHNLRWILTFALLFVHVCEIAEGIVSDSHRASRHLHLFMPAVMGFVATTTSIVYYHNIETSNFPKLLLALFLYWVMAFITKTIKLVKYWQLGWGVSDLRFCITGVMVILNGLLMAVEINVIRVRRYVFFMNPQKVKPPEDLQDLGVRFLQPFVNLLSKATYWWMNTLIISAHRKPIDLKAIGKLPIAMRAVTNYVCLKEAYEEQKKKAADHPNRTPSIWLAMYRAFGRPILLS.... Result: 1 (interaction).